From a dataset of Forward reaction prediction with 1.9M reactions from USPTO patents (1976-2016). Predict the product of the given reaction. (1) Given the reactants [CH2:1]([N:3]1[CH:7]=[C:6]([C:8]2[CH:9]=[C:10]([CH:12]=[CH:13][CH:14]=2)[NH2:11])[C:5]([C:15]2[CH:20]=[CH:19][N:18]=[CH:17][CH:16]=2)=[N:4]1)[CH3:2].[Cl:21][C:22]1[CH:27]=[C:26]([Cl:28])[CH:25]=[CH:24][C:23]=1[N:29]=[C:30]=[O:31], predict the reaction product. The product is: [Cl:21][C:22]1[CH:27]=[C:26]([Cl:28])[CH:25]=[CH:24][C:23]=1[NH:29][C:30]([NH:11][C:10]1[CH:12]=[CH:13][CH:14]=[C:8]([C:6]2[C:5]([C:15]3[CH:16]=[CH:17][N:18]=[CH:19][CH:20]=3)=[N:4][N:3]([CH2:1][CH3:2])[CH:7]=2)[CH:9]=1)=[O:31]. (2) Given the reactants [Br:1][C:2]1[CH:7]=[CH:6][C:5]([N:8]2[C:16]([C:17]#[N:18])=[C:15]3[C:10]([CH:11]=[C:12]([N+:22]([O-:24])=[O:23])[C:13]([CH:19]4[CH2:21][CH2:20]4)=[CH:14]3)=[N+:9]2[O-])=[CH:4][CH:3]=1.P(Cl)(Cl)Cl.C(O)C, predict the reaction product. The product is: [Br:1][C:2]1[CH:7]=[CH:6][C:5]([N:8]2[C:16]([C:17]#[N:18])=[C:15]3[C:10]([CH:11]=[C:12]([N+:22]([O-:24])=[O:23])[C:13]([CH:19]4[CH2:21][CH2:20]4)=[CH:14]3)=[N:9]2)=[CH:4][CH:3]=1. (3) Given the reactants [Br:1][C:2]1[CH:3]=[CH:4][C:5]2[O:14][CH2:13][CH2:12][C:11]3[C:7](=[N:8][NH:9][CH:10]=3)[C:6]=2[CH:15]=1.[CH:16]([N:19]1[CH:23]=[N:22][N:21]=[C:20]1S(C)(=O)=O)([CH3:18])[CH3:17].C(=O)([O-])[O-].[Cs+].[Cs+], predict the reaction product. The product is: [Br:1][C:2]1[CH:3]=[CH:4][C:5]2[O:14][CH2:13][CH2:12][C:11]3[C:7](=[N:8][N:9]([C:20]4[N:19]([CH:16]([CH3:18])[CH3:17])[CH:23]=[N:22][N:21]=4)[CH:10]=3)[C:6]=2[CH:15]=1. (4) Given the reactants Cl.C(N=C=NCCCN(C)C)C.[S:13]1[C:17]2[CH:18]=[CH:19][CH:20]=[CH:21][C:16]=2[CH:15]=[C:14]1[C:22]([OH:24])=O.[C:25]1([CH2:31][O:32][C:33]([C:35]2([NH2:41])[CH2:40][CH2:39][CH2:38][CH2:37][CH2:36]2)=[O:34])[CH:30]=[CH:29][CH:28]=[CH:27][CH:26]=1.ON1C2C=CC=CC=2N=N1, predict the reaction product. The product is: [C:25]1([CH2:31][O:32][C:33]([C:35]2([NH:41][C:22]([C:14]3[S:13][C:17]4[CH:18]=[CH:19][CH:20]=[CH:21][C:16]=4[CH:15]=3)=[O:24])[CH2:36][CH2:37][CH2:38][CH2:39][CH2:40]2)=[O:34])[CH:26]=[CH:27][CH:28]=[CH:29][CH:30]=1. (5) Given the reactants Br[C:2]1[CH:7]=[CH:6][C:5]([C@H:8]([NH:13][C@@H:14]([CH2:27][CH:28]([CH3:30])[CH3:29])[C:15]([N:17]2[CH2:21][C@H:20]([F:22])[C@H:19]3[O:23][CH2:24][C@H:25]([OH:26])[C@@H:18]23)=[O:16])[C:9]([F:12])([F:11])[F:10])=[CH:4][CH:3]=1.COOB([C:36]1[CH:41]=[CH:40][CH:39]=[CH:38][CH:37]=1)O.[CH3:42][O:43]C.C(O)C, predict the reaction product. The product is: [F:22][C@H:20]1[CH2:21][N:17]([C:15](=[O:16])[C@@H:14]([NH:13][C@@H:8]([C:5]2[CH:6]=[CH:7][C:2]([C:39]3[CH:38]=[CH:37][C:36]([O:43][CH3:42])=[CH:41][CH:40]=3)=[CH:3][CH:4]=2)[C:9]([F:12])([F:11])[F:10])[CH2:27][CH:28]([CH3:30])[CH3:29])[C@@H:18]2[C@@H:25]([OH:26])[CH2:24][O:23][C@H:19]12. (6) Given the reactants C1(P(C2C=CC=CC=2)C2C=CC=CC=2)C=CC=CC=1.[Br:20]Br.[F:22][C:23]1[CH:24]=[C:25]2[C:30](=[CH:31][C:32]=1[CH2:33]O)[O:29][CH2:28][CH:27]([CH2:35][CH2:36][CH2:37][CH2:38][CH3:39])[CH2:26]2.O, predict the reaction product. The product is: [Br:20][CH2:33][C:32]1[CH:31]=[C:30]2[C:25]([CH2:26][CH:27]([CH2:35][CH2:36][CH2:37][CH2:38][CH3:39])[CH2:28][O:29]2)=[CH:24][C:23]=1[F:22].